Dataset: Full USPTO retrosynthesis dataset with 1.9M reactions from patents (1976-2016). Task: Predict the reactants needed to synthesize the given product. (1) Given the product [CH:29]([C:4]1[C:3]2[C:7](=[CH:8][CH:9]=[CH:10][C:2]=2[C:32]2[CH:33]=[CH:34][CH:35]=[CH:36][C:31]=2[CH3:40])[N:6]([CH2:11][CH2:12][CH2:13][O:14][C:15]2[C:24]3[C:19](=[CH:20][CH:21]=[CH:22][CH:23]=3)[CH:18]=[CH:17][CH:16]=2)[C:5]=1[C:25]([O:27][CH3:28])=[O:26])=[O:30], predict the reactants needed to synthesize it. The reactants are: Br[C:2]1[CH:10]=[CH:9][CH:8]=[C:7]2[C:3]=1[C:4]([CH:29]=[O:30])=[C:5]([C:25]([O:27][CH3:28])=[O:26])[N:6]2[CH2:11][CH2:12][CH2:13][O:14][C:15]1[C:24]2[C:19](=[CH:20][CH:21]=[CH:22][CH:23]=2)[CH:18]=[CH:17][CH:16]=1.[C:31]1([CH3:40])[CH:36]=[CH:35][CH:34]=[CH:33][C:32]=1B(O)O.F[B-](F)(F)F.C([PH+](C(C)(C)C)C(C)(C)C)(C)(C)C.[F-].[Cs+]. (2) Given the product [S:1]1[C:5]2[CH:6]=[CH:7][CH:8]=[CH:9][C:4]=2[N:3]=[C:2]1[NH:10][C:11]([C:13]1[CH:14]=[CH:15][CH:16]=[C:17]2[C:22]=1[CH2:21][N:20]([C:23]1[CH:24]=[CH:25][C:26]([C:32]3[CH:33]=[N:34][N:35]([CH2:38][C:39]4([CH2:46][CH2:47][O:48][CH3:49])[CH2:40][CH2:41][CH2:42][CH2:43][CH2:44][CH2:45]4)[C:36]=3[CH3:37])=[C:27]([C:29](=[O:30])[NH:54][S:51]([CH3:50])(=[O:53])=[O:52])[N:28]=1)[CH2:19][CH2:18]2)=[O:12], predict the reactants needed to synthesize it. The reactants are: [S:1]1[C:5]2[CH:6]=[CH:7][CH:8]=[CH:9][C:4]=2[N:3]=[C:2]1[NH:10][C:11]([C:13]1[CH:14]=[CH:15][CH:16]=[C:17]2[C:22]=1[CH2:21][N:20]([C:23]1[N:28]=[C:27]([C:29](O)=[O:30])[C:26]([C:32]3[CH:33]=[N:34][N:35]([CH2:38][C:39]4([CH2:46][CH2:47][O:48][CH3:49])[CH2:45][CH2:44][CH2:43][CH2:42][CH2:41][CH2:40]4)[C:36]=3[CH3:37])=[CH:25][CH:24]=1)[CH2:19][CH2:18]2)=[O:12].[CH3:50][S:51]([NH2:54])(=[O:53])=[O:52].Cl.C(N=C=NCCCN(C)C)C. (3) Given the product [ClH:22].[N:15]1([C:6]2[C:5]([OH:4])=[C:14]3[C:9]([CH:10]=[CH:11][CH:12]=[N:13]3)=[CH:8][N:7]=2)[CH2:16][CH2:17][O:18][CH2:19][CH2:20]1, predict the reactants needed to synthesize it. The reactants are: C([O:4][C:5]1[C:6]([N:15]2[CH2:20][CH2:19][O:18][CH2:17][CH2:16]2)=[N:7][CH:8]=[C:9]2[C:14]=1[N:13]=[CH:12][CH:11]=[CH:10]2)(C)C.B(Cl)(Cl)[Cl:22].CO. (4) Given the product [CH2:1]([O:3][C:4](=[O:15])[CH2:5][N:6]1[C:14]([Cl:23])=[C:13]2[C:8]([N:9]=[CH:10][CH:11]=[CH:12]2)=[N:7]1)[CH3:2], predict the reactants needed to synthesize it. The reactants are: [CH2:1]([O:3][C:4](=[O:15])[CH2:5][N:6]1[CH:14]=[C:13]2[C:8]([N:9]=[CH:10][CH:11]=[CH:12]2)=[N:7]1)[CH3:2].C1C(=O)N([Cl:23])C(=O)C1. (5) Given the product [Cl:1][C:2]1[CH:3]=[CH:4][C:5]([N:37]2[CH:41]=[N:40][N:39]=[N:38]2)=[C:6]([C:8]2[CH:16]=[C:15]3[N:11]([C@H:12]([C:17]4[NH:18][C:19]([C:22]5[CH:23]=[C:24]([C:27]([O:29][CH2:55][O:54][C:48](=[O:53])[C:49]([CH3:52])([CH3:51])[CH3:50])=[O:28])[S:25][CH:26]=5)=[CH:20][N:21]=4)[CH2:13][CH2:14]3)[C:10](=[O:36])[CH:9]=2)[CH:7]=1, predict the reactants needed to synthesize it. The reactants are: [Cl:1][C:2]1[CH:3]=[CH:4][C:5]([N:37]2[CH:41]=[N:40][N:39]=[N:38]2)=[C:6]([C:8]2[CH:16]=[C:15]3[N:11]([C@H:12]([C:17]4[N:18](C(OCC=C)=O)[C:19]([C:22]5[CH:23]=[C:24]([C:27]([OH:29])=[O:28])[S:25][CH:26]=5)=[CH:20][N:21]=4)[CH2:13][CH2:14]3)[C:10](=[O:36])[CH:9]=2)[CH:7]=1.C(=O)([O-])[O-].[K+].[K+].[C:48]([O:54][CH2:55]Cl)(=[O:53])[C:49]([CH3:52])([CH3:51])[CH3:50].O. (6) Given the product [CH3:1][C:2]1[C:3]([NH:8][S:9]([C:12]2[S:13][C:14]([CH3:40])=[CH:15][C:16]=2[C:17]2[CH:22]=[CH:21][C:20]([CH2:23][O:24][C:25]3[CH:30]=[C:29]([CH3:31])[N:28]=[C:27]([CH3:32])[C:26]=3[C:33](=[O:35])[CH3:34])=[CH:19][C:18]=2[CH2:36][O:37][CH2:38][CH3:39])(=[O:11])=[O:10])=[N:4][O:5][C:6]=1[CH3:7], predict the reactants needed to synthesize it. The reactants are: [CH3:1][C:2]1[C:3]([N:8](COCCOC)[S:9]([C:12]2[S:13][C:14]([CH3:40])=[CH:15][C:16]=2[C:17]2[CH:22]=[CH:21][C:20]([CH2:23][O:24][C:25]3[CH:30]=[C:29]([CH3:31])[N:28]=[C:27]([CH3:32])[C:26]=3[C:33](=[O:35])[CH3:34])=[CH:19][C:18]=2[CH2:36][O:37][CH2:38][CH3:39])(=[O:11])=[O:10])=[N:4][O:5][C:6]=1[CH3:7].C(O)C.Cl.C(=O)(O)[O-].[Na+]. (7) Given the product [Cl:19][C:13]1[CH:14]=[C:15]([Cl:18])[CH:16]=[CH:17][C:12]=1[C:10]1[N:11]=[C:7]([CH2:6][C:5]2[CH:4]=[CH:3][C:2]([CH:36]=[CH:37][CH2:38][CH2:39][CH3:40])=[CH:35][CH:34]=2)[N:8]([C:20]2[CH:21]=[C:22]([N:26]3[S:30](=[O:31])(=[O:32])[NH:29][C:28](=[O:33])[CH2:27]3)[CH:23]=[CH:24][CH:25]=2)[CH:9]=1, predict the reactants needed to synthesize it. The reactants are: Br[C:2]1[CH:35]=[CH:34][C:5]([CH2:6][C:7]2[N:8]([C:20]3[CH:21]=[C:22]([N:26]4[S:30](=[O:32])(=[O:31])[NH:29][C:28](=[O:33])[CH2:27]4)[CH:23]=[CH:24][CH:25]=3)[CH:9]=[C:10]([C:12]3[CH:17]=[CH:16][C:15]([Cl:18])=[CH:14][C:13]=3[Cl:19])[N:11]=2)=[CH:4][CH:3]=1.[CH:36](/B(O)O)=[CH:37]\[CH2:38][CH2:39][CH3:40]. (8) The reactants are: [OH:1][CH:2]([C:13]1[CH:18]=[CH:17][CH:16]=[CH:15][C:14]=1[O:19][CH3:20])[CH2:3][O:4][C:5]1[CH:12]=[CH:11][C:8]([CH:9]=O)=[CH:7][CH:6]=1.[S:21]1[CH2:25][C:24](=[O:26])[NH:23][C:22]1=[O:27].N1CCCCC1. Given the product [OH:1][CH:2]([C:13]1[CH:18]=[CH:17][CH:16]=[CH:15][C:14]=1[O:19][CH3:20])[CH2:3][O:4][C:5]1[CH:12]=[CH:11][C:8](/[CH:9]=[C:25]2/[C:24](=[O:26])[NH:23][C:22](=[O:27])[S:21]/2)=[CH:7][CH:6]=1, predict the reactants needed to synthesize it. (9) Given the product [CH2:1]([O:3][C:4]1[CH:5]=[C:6]([C:13](=[O:19])[CH2:14][CH2:15][C:16]([NH:36][C:28]2[N:27]=[C:26]([C:20]3[CH:25]=[CH:24][CH:23]=[CH:22][CH:21]=3)[C:35]3[C:30]([CH:29]=2)=[CH:31][CH:32]=[CH:33][CH:34]=3)=[O:18])[CH:7]=[CH:8][C:9]=1[O:10][CH2:11][CH3:12])[CH3:2], predict the reactants needed to synthesize it. The reactants are: [CH2:1]([O:3][C:4]1[CH:5]=[C:6]([C:13](=[O:19])[CH2:14][CH2:15][C:16]([OH:18])=O)[CH:7]=[CH:8][C:9]=1[O:10][CH2:11][CH3:12])[CH3:2].[C:20]1([C:26]2[C:35]3[C:30](=[CH:31][CH:32]=[CH:33][CH:34]=3)[CH:29]=[C:28]([NH2:36])[N:27]=2)[CH:25]=[CH:24][CH:23]=[CH:22][CH:21]=1.CCN=C=NCCCN(C)C.C1C=CC2N(O)N=NC=2C=1. (10) Given the product [Br:1][C:2]1[CH:3]=[C:4]([CH:17]=[CH:18][CH:19]=1)[CH2:5][C:6]1[N:7]=[C:8]([C:12]([OH:14])=[O:13])[O:9][C:10]=1[CH3:11], predict the reactants needed to synthesize it. The reactants are: [Br:1][C:2]1[CH:3]=[C:4]([CH:17]=[CH:18][CH:19]=1)[CH2:5][C:6]1[N:7]=[C:8]([C:12]([O:14]CC)=[O:13])[O:9][C:10]=1[CH3:11].[OH-].[Na+].O.